From a dataset of Forward reaction prediction with 1.9M reactions from USPTO patents (1976-2016). Predict the product of the given reaction. (1) Given the reactants [Cl:1][C:2]1[C:7]([C:8]([O:10][CH:11]([CH3:13])[CH3:12])=[O:9])=[CH:6][C:5]([C:14]2[CH:15]=[N:16][N:17]([CH3:19])[CH:18]=2)=[N:4][CH:3]=1.ClC1C=CC=C(C(OO)=[O:28])C=1, predict the reaction product. The product is: [Cl:1][C:2]1[C:7]([C:8]([O:10][CH:11]([CH3:13])[CH3:12])=[O:9])=[CH:6][C:5]([C:14]2[CH:15]=[N:16][N:17]([CH3:19])[CH:18]=2)=[N+:4]([O-:28])[CH:3]=1. (2) The product is: [Cl:41][C:24]1[C:25]([N:27]([CH3:40])[C:28]2[CH:33]=[CH:32][CH:31]=[CH:30][C:29]=2[S:34]([CH:37]([CH3:38])[CH3:39])(=[O:36])=[O:35])=[N:26][C:21]([NH:16][C:13]2[CH:14]=[CH:15][C:8]3[CH2:7][CH2:6][CH:5]([NH:4][CH2:3][CH:2]([F:19])[F:1])[CH2:11][CH2:10][C:9]=3[C:12]=2[O:17][CH3:18])=[N:22][CH:23]=1. Given the reactants [F:1][CH:2]([F:19])[CH2:3][NH:4][CH:5]1[CH2:11][CH2:10][C:9]2[C:12]([O:17][CH3:18])=[C:13]([NH2:16])[CH:14]=[CH:15][C:8]=2[CH2:7][CH2:6]1.Cl[C:21]1[N:26]=[C:25]([N:27]([CH3:40])[C:28]2[CH:33]=[CH:32][CH:31]=[CH:30][C:29]=2[S:34]([CH:37]([CH3:39])[CH3:38])(=[O:36])=[O:35])[C:24]([Cl:41])=[CH:23][N:22]=1, predict the reaction product. (3) Given the reactants [Cl:1][C:2]1[C:3]2[N:11]([CH2:12][O:13][CH2:14][CH2:15][Si:16]([CH3:19])([CH3:18])[CH3:17])[C:10]([CH3:20])=[C:9]([CH:21]=[O:22])[C:4]=2[N:5]=[C:6]([CH3:8])[N:7]=1.[C-]#N.[K+].[CH3:26][OH:27], predict the reaction product. The product is: [Cl:1][C:2]1[C:3]2[N:11]([CH2:12][O:13][CH2:14][CH2:15][Si:16]([CH3:17])([CH3:19])[CH3:18])[C:10]([CH3:20])=[C:9]([C:21]([O:27][CH3:26])=[O:22])[C:4]=2[N:5]=[C:6]([CH3:8])[N:7]=1. (4) Given the reactants [C:1]([O:5][C:6]([N:8]([C:25]1[CH:30]=[CH:29][N:28]=[C:27](Cl)[N:26]=1)[C:9]1[CH:10]=[C:11]2[C:15](=[CH:16][CH:17]=1)[N:14]([C:18]([O:20][C:21]([CH3:24])([CH3:23])[CH3:22])=[O:19])[N:13]=[CH:12]2)=[O:7])([CH3:4])([CH3:3])[CH3:2].CC1(C)C(C)(C)OB([C:40]2[CH:41]=[C:42]([NH:46][C:47]([N:49]3[CH2:54][CH2:53][O:52][CH2:51][CH2:50]3)=[O:48])[CH:43]=[CH:44][CH:45]=2)O1.[F-].[Cs+].CC(OC(OC(OC(C)(C)C)=O)=O)(C)C, predict the reaction product. The product is: [C:1]([O:5][C:6]([N:8]([C:25]1[CH:30]=[CH:29][N:28]=[C:27]([C:44]2[CH:45]=[CH:40][CH:41]=[C:42]([NH:46][C:47]([N:49]3[CH2:54][CH2:53][O:52][CH2:51][CH2:50]3)=[O:48])[CH:43]=2)[N:26]=1)[C:9]1[CH:10]=[C:11]2[C:15](=[CH:16][CH:17]=1)[N:14]([C:18]([O:20][C:21]([CH3:24])([CH3:23])[CH3:22])=[O:19])[N:13]=[CH:12]2)=[O:7])([CH3:4])([CH3:3])[CH3:2]. (5) The product is: [CH2:26]([O:12][CH2:11][C:10]1[N:9]([CH3:13])[C:8](=[O:14])[N:7]([CH:15]([CH3:17])[CH3:16])[C:6]=1[O:5][C:4]1[CH:18]=[C:19]([Cl:21])[CH:20]=[C:2]([Cl:1])[CH:3]=1)[C:27]1[CH:32]=[CH:31][CH:30]=[CH:29][CH:28]=1. Given the reactants [Cl:1][C:2]1[CH:3]=[C:4]([CH:18]=[C:19]([Cl:21])[CH:20]=1)[O:5][C:6]1[N:7]([CH:15]([CH3:17])[CH3:16])[C:8](=[O:14])[N:9]([CH3:13])[C:10]=1[CH2:11][OH:12].[H-].[Na+].[H][H].[CH2:26](Br)[C:27]1[CH:32]=[CH:31][CH:30]=[CH:29][CH:28]=1, predict the reaction product. (6) Given the reactants [Br:1][CH2:2][CH2:3][C:4]1[C:13]2[C:8](=[CH:9][CH:10]=[CH:11][CH:12]=2)[CH:7]=[CH:6][CH:5]=1.[S:14](Cl)([Cl:17])(=[O:16])=[O:15], predict the reaction product. The product is: [Br:1][CH2:2][CH2:3][C:4]1[C:13]2[C:8](=[CH:9][CH:10]=[CH:11][CH:12]=2)[C:7]([S:14]([Cl:17])(=[O:16])=[O:15])=[CH:6][CH:5]=1. (7) Given the reactants [C:1]([CH2:4][CH:5]1[C:9]2[C:10]([C:16]([NH:18][C:19]3[C:24]([Cl:25])=[CH:23][N:22]=[CH:21][C:20]=3[Cl:26])=[O:17])=[CH:11][CH:12]=[C:13]([O:14][CH3:15])[C:8]=2[O:7][CH2:6]1)([OH:3])=O.[C:27]1([N:33]2[CH2:38][CH2:37][NH:36][CH2:35][CH2:34]2)[CH:32]=[CH:31][CH:30]=[CH:29][CH:28]=1, predict the reaction product. The product is: [Cl:26][C:20]1[CH:21]=[N:22][CH:23]=[C:24]([Cl:25])[C:19]=1[NH:18][C:16]([C:10]1[C:9]2[CH:5]([CH2:4][C:1]([N:36]3[CH2:37][CH2:38][N:33]([C:27]4[CH:32]=[CH:31][CH:30]=[CH:29][CH:28]=4)[CH2:34][CH2:35]3)=[O:3])[CH2:6][O:7][C:8]=2[C:13]([O:14][CH3:15])=[CH:12][CH:11]=1)=[O:17]. (8) Given the reactants [CH2:1]([O:3][C:4]([C:6]1[O:14][C:13]2[C:12](Br)=[CH:11][N:10]=[CH:9][C:8]=2[C:7]=1[NH:16][C:17]1[CH:22]=[CH:21][C:20]([Si:23]([CH3:26])([CH3:25])[CH3:24])=[CH:19][C:18]=1[F:27])=[O:5])[CH3:2].[C:28]1(B(O)O)[CH:33]=[CH:32][CH:31]=[CH:30][CH:29]=1.C([O-])([O-])=O.[Na+].[Na+], predict the reaction product. The product is: [CH2:1]([O:3][C:4]([C:6]1[O:14][C:13]2[C:12]([C:28]3[CH:33]=[CH:32][CH:31]=[CH:30][CH:29]=3)=[CH:11][N:10]=[CH:9][C:8]=2[C:7]=1[NH:16][C:17]1[CH:22]=[CH:21][C:20]([Si:23]([CH3:26])([CH3:25])[CH3:24])=[CH:19][C:18]=1[F:27])=[O:5])[CH3:2]. (9) Given the reactants BrC1C=CC(NC(=CC([O-])=O)C(OC)=O)=C(OC)C=1.[CH3:20][O:21][C:22](=[O:46])[C:23]([NH:28][C:29]1[CH:34]=[CH:33][C:32]([O:35][CH2:36][C:37]2[CH:42]=[CH:41][CH:40]=[CH:39][CH:38]=2)=[CH:31][C:30]=1[N+:43]([O-:45])=[O:44])=[CH:24][C:25]([O-:27])=O, predict the reaction product. The product is: [CH3:20][O:21][C:22]([C:23]1[CH:24]=[C:25]([OH:27])[C:34]2[C:29](=[C:30]([N+:43]([O-:45])=[O:44])[CH:31]=[C:32]([O:35][CH2:36][C:37]3[CH:42]=[CH:41][CH:40]=[CH:39][CH:38]=3)[CH:33]=2)[N:28]=1)=[O:46]. (10) Given the reactants [CH3:1][C:2]1([CH3:35])[CH2:11][CH2:10][CH:9]([O:12][Si](C(C)(C)C)(C)C)[C:8]2[CH:7]=[C:6]([C:20]3[CH:21]=[C:22]4[C:27](=[CH:28][CH:29]=3)[CH:26]=[C:25]([C:30]([O:32][CH2:33][CH3:34])=[O:31])[CH:24]=[CH:23]4)[CH:5]=[CH:4][C:3]1=2.[F-].C([N+](CCCC)(CCCC)CCCC)CCC, predict the reaction product. The product is: [CH3:1][C:2]1([CH3:35])[CH2:11][CH2:10][CH:9]([OH:12])[C:8]2[CH:7]=[C:6]([C:20]3[CH:21]=[C:22]4[C:27](=[CH:28][CH:29]=3)[CH:26]=[C:25]([C:30]([O:32][CH2:33][CH3:34])=[O:31])[CH:24]=[CH:23]4)[CH:5]=[CH:4][C:3]1=2.